This data is from Forward reaction prediction with 1.9M reactions from USPTO patents (1976-2016). The task is: Predict the product of the given reaction. (1) Given the reactants [H-].[Na+].[Br:3][C:4]1[CH:9]=[CH:8][C:7]([SH:10])=[CH:6][CH:5]=1.S(O[CH2:22][C@@H:23]1[CH2:27][CH2:26][CH2:25][N:24]1[C:28]([O:30][C:31]([CH3:34])([CH3:33])[CH3:32])=[O:29])(C1C=CC(C)=CC=1)(=O)=O, predict the reaction product. The product is: [Br:3][C:4]1[CH:9]=[CH:8][C:7]([S:10][CH2:22][C@@H:23]2[CH2:27][CH2:26][CH2:25][N:24]2[C:28]([O:30][C:31]([CH3:32])([CH3:34])[CH3:33])=[O:29])=[CH:6][CH:5]=1. (2) Given the reactants [S:1]1[CH:5]=[CH:4][CH:3]=[C:2]1[N:6]1[CH2:11][CH2:10][CH:9]([C:12]([OH:14])=O)[CH2:8][CH2:7]1.BrC1SC=CC=1.[NH2:21][C:22]1[C:31]2[C:26](=[CH:27][CH:28]=[CH:29][CH:30]=2)[CH:25]=[N:24][N:23]=1, predict the reaction product. The product is: [C:22]1([NH:21][C:12]([CH:9]2[CH2:8][CH2:7][N:6]([C:2]3[S:1][CH:5]=[CH:4][CH:3]=3)[CH2:11][CH2:10]2)=[O:14])[C:31]2[C:26](=[CH:27][CH:28]=[CH:29][CH:30]=2)[CH:25]=[N:24][N:23]=1. (3) Given the reactants [O:1]1CCCO[CH:2]1[CH2:7][CH2:8][C:9]1[O:13][N:12]=[C:11]([C:14]2[CH:19]=[CH:18][C:17]([CH3:20])=[C:16]([N+:21]([O-:23])=[O:22])[CH:15]=2)[N:10]=1.C([O-])([O-])=O.[Na+].[Na+], predict the reaction product. The product is: [CH3:20][C:17]1[CH:18]=[CH:19][C:14]([C:11]2[N:10]=[C:9]([CH2:8][CH2:7][CH:2]=[O:1])[O:13][N:12]=2)=[CH:15][C:16]=1[N+:21]([O-:23])=[O:22]. (4) Given the reactants [C:1]([O:5][C:6]([N:8]1[CH2:13][CH2:12][CH:11]([OH:14])[CH2:10][CH2:9]1)=[O:7])([CH3:4])([CH3:3])[CH3:2].[H-].[Na+].Cl[C:18]1[N:23]=[CH:22][N:21]=[C:20]([NH:24][C:25]2[CH:30]=[CH:29][C:28]([S:31]([CH3:34])(=[O:33])=[O:32])=[CH:27][CH:26]=2)[C:19]=1[N+:35]([O-:37])=[O:36], predict the reaction product. The product is: [C:1]([O:5][C:6]([N:8]1[CH2:13][CH2:12][CH:11]([O:14][C:18]2[C:19]([N+:35]([O-:37])=[O:36])=[C:20]([NH:24][C:25]3[CH:26]=[CH:27][C:28]([S:31]([CH3:34])(=[O:32])=[O:33])=[CH:29][CH:30]=3)[N:21]=[CH:22][N:23]=2)[CH2:10][CH2:9]1)=[O:7])([CH3:4])([CH3:2])[CH3:3]. (5) Given the reactants [Cl:1][C:2]1[C:3]([F:33])=[C:4]([CH:8]2[C:12]([C:15]3[CH:20]=[CH:19][C:18]([Cl:21])=[CH:17][C:16]=3[F:22])([C:13]#[N:14])[CH:11]([CH2:23][C:24]([CH:27]3[CH2:29][CH2:28]3)([CH3:26])[CH3:25])[NH:10][CH:9]2[C:30](O)=[O:31])[CH:5]=[CH:6][CH:7]=1.CC1(C)[O:39][C@@H:38]([CH2:40][CH2:41][NH2:42])[CH2:37][O:36]1.CN(C(ON1N=NC2C=CC=NC1=2)=[N+](C)C)C.F[P-](F)(F)(F)(F)F.CCN(C(C)C)C(C)C.Cl, predict the reaction product. The product is: [OH:39][C@H:38]([CH2:37][OH:36])[CH2:40][CH2:41][NH:42][C:30]([CH:9]1[CH:8]([C:4]2[CH:5]=[CH:6][CH:7]=[C:2]([Cl:1])[C:3]=2[F:33])[C:12]([C:15]2[CH:20]=[CH:19][C:18]([Cl:21])=[CH:17][C:16]=2[F:22])([C:13]#[N:14])[CH:11]([CH2:23][C:24]([CH:27]2[CH2:28][CH2:29]2)([CH3:25])[CH3:26])[NH:10]1)=[O:31]. (6) Given the reactants [CH:1]1([C:7]([OH:9])=[O:8])[CH2:6][CH2:5][CH:4]=[CH:3][CH2:2]1.C(N(CC)CC)C.[CH2:17](Br)[C:18]1[CH:23]=[CH:22][CH:21]=[CH:20][CH:19]=1.O, predict the reaction product. The product is: [CH2:17]([O:8][C:7]([CH:1]1[CH2:6][CH2:5][CH:4]=[CH:3][CH2:2]1)=[O:9])[C:18]1[CH:23]=[CH:22][CH:21]=[CH:20][CH:19]=1.